Task: Predict which catalyst facilitates the given reaction.. Dataset: Catalyst prediction with 721,799 reactions and 888 catalyst types from USPTO Reactant: [Mg].[CH3:2]I.[Cl:4][CH2:5][CH2:6][CH2:7][O:8][C:9]1[CH:16]=[CH:15][C:12]([CH:13]=[O:14])=[CH:11][C:10]=1[O:17][CH3:18].Cl. Product: [Cl:4][CH2:5][CH2:6][CH2:7][O:8][C:9]1[CH:16]=[CH:15][C:12]([CH:13]([OH:14])[CH3:2])=[CH:11][C:10]=1[O:17][CH3:18]. The catalyst class is: 809.